Dataset: Full USPTO retrosynthesis dataset with 1.9M reactions from patents (1976-2016). Task: Predict the reactants needed to synthesize the given product. (1) Given the product [F:50][C:51]1[CH:56]=[CH:55][C:54]([C:30]2[CH:31]=[C:32]([CH3:49])[C:33]([C:36]([N:38]3[CH2:39][CH2:40][CH:41]([N:44]4[CH2:48][CH2:47][CH2:46][CH2:45]4)[CH2:42][CH2:43]3)=[O:37])=[N:34][CH:35]=2)=[CH:53][C:52]=1[C:60]([F:63])([F:62])[F:61], predict the reactants needed to synthesize it. The reactants are: COC(C1C(C)=CC(C2C=CC=C(C(F)(F)F)C=2)=CN=1)=O.ClC1C=C([C:30]2[CH:31]=[C:32]([CH3:49])[C:33]([C:36]([N:38]3[CH2:43][CH2:42][CH:41]([N:44]4[CH2:48][CH2:47][CH2:46][CH2:45]4)[CH2:40][CH2:39]3)=[O:37])=[N:34][CH:35]=2)C=CC=1Cl.[F:50][C:51]1[CH:56]=[CH:55][C:54](B(O)O)=[CH:53][C:52]=1[C:60]([F:63])([F:62])[F:61].C(=O)([O-])[O-].[Na+].[Na+]. (2) The reactants are: [Cl:1][C:2]1[CH:18]=[CH:17][C:16]([C@H:19]2[C@H:24]([O:25]CC3C=CC=CC=3)[C@@H:23]([O:33]CC3C=CC=CC=3)[C@H:22]([O:41]CC3C=CC=CC=3)[C@@H:21]([CH2:49][O:50]CC3C=CC=CC=3)[S:20]2)=[CH:15][C:3]=1[CH2:4][C:5]1[CH:14]=[CH:13][C:8]2[O:9][CH2:10][CH2:11][O:12][C:7]=2[CH:6]=1.B(Cl)(Cl)Cl. Given the product [Cl:1][C:2]1[CH:18]=[CH:17][C:16]([C@H:19]2[C@H:24]([OH:25])[C@@H:23]([OH:33])[C@H:22]([OH:41])[C@@H:21]([CH2:49][OH:50])[S:20]2)=[CH:15][C:3]=1[CH2:4][C:5]1[CH:14]=[CH:13][C:8]2[O:9][CH2:10][CH2:11][O:12][C:7]=2[CH:6]=1, predict the reactants needed to synthesize it. (3) Given the product [Cl:12][C:13]1[C:18]([N:19]2[CH2:20][CH2:21][CH:22]([C:25]3[CH:30]=[CH:29][CH:28]=[C:27]([F:31])[CH:26]=3)[CH2:23][CH2:24]2)=[CH:17][N:16]=[N:15][C:14]=1[NH:32][NH:33][C:9](=[O:11])[CH2:8][CH:5]1[CH2:6][CH2:7]1, predict the reactants needed to synthesize it. The reactants are: S(Cl)(Cl)=O.[CH:5]1([CH2:8][C:9]([OH:11])=O)[CH2:7][CH2:6]1.[Cl:12][C:13]1[C:18]([N:19]2[CH2:24][CH2:23][CH:22]([C:25]3[CH:30]=[CH:29][CH:28]=[C:27]([F:31])[CH:26]=3)[CH2:21][CH2:20]2)=[CH:17][N:16]=[N:15][C:14]=1[NH:32][NH2:33].C(=O)(O)[O-].[Na+]. (4) Given the product [CH3:43][O:42][C:40](=[O:41])[C:39]1[CH:44]=[CH:45][C:36]([O:35][CH2:14][CH:13]([N:12]2[C:11]3[CH:29]=[C:30]([F:34])[C:31]([F:33])=[CH:32][C:10]=3[N:9]=[C:8]2[C:5]2[CH:4]=[CH:3][C:2]([Cl:1])=[CH:7][CH:6]=2)[CH:23]2[CH2:24][CH2:25][CH2:26][CH2:47][CH2:46][CH2:28]2)=[N:37][CH:38]=1, predict the reactants needed to synthesize it. The reactants are: [Cl:1][C:2]1[CH:7]=[CH:6][C:5]([C:8]2[N:12]([CH:13]([CH:23]3[CH2:28]C[CH2:26][CH2:25][CH2:24]3)[CH2:14]OCC3CCCCC3)[C:11]3[CH:29]=[C:30]([F:34])[C:31]([F:33])=[CH:32][C:10]=3[N:9]=2)=[CH:4][CH:3]=1.[OH:35][C:36]1[CH:45]=[CH:44][C:39]([C:40]([O:42][CH3:43])=[O:41])=[CH:38][N:37]=1.[C:46]1(P(C2C=CC=CC=2)C2C=CC=CC=2)C=CC=C[CH:47]=1.N(C(OC(C)(C)C)=O)=NC(OC(C)(C)C)=O. (5) Given the product [CH3:23][C:19]1[C:18]([CH:24]=[C:25]([CH3:27])[CH3:26])=[C:17]([CH:22]=[CH:21][CH:20]=1)[C:16]([NH:15][C:6]1([C:4]([OH:5])=[O:3])[CH2:14][C:13]2[C:8](=[CH:9][CH:10]=[CH:11][CH:12]=2)[CH2:7]1)=[O:28], predict the reactants needed to synthesize it. The reactants are: C([O:3][C:4]([C:6]1([NH:15][C:16](=[O:28])[C:17]2[CH:22]=[CH:21][CH:20]=[C:19]([CH3:23])[C:18]=2[CH:24]=[C:25]([CH3:27])[CH3:26])[CH2:14][C:13]2[C:8](=[CH:9][CH:10]=[CH:11][CH:12]=2)[CH2:7]1)=[O:5])C.[OH-].[K+].O. (6) Given the product [Br:1][C:2]1[CH:7]=[CH:6][C:5]([O:8][CH2:18][CH2:17][C:16]2[S:15][CH:14]=[N:13][C:12]=2[CH3:11])=[C:4]([O:9][CH3:10])[CH:3]=1, predict the reactants needed to synthesize it. The reactants are: [Br:1][C:2]1[CH:7]=[CH:6][C:5]([OH:8])=[C:4]([O:9][CH3:10])[CH:3]=1.[CH3:11][C:12]1[N:13]=[CH:14][S:15][C:16]=1[CH2:17][CH2:18]O.C1(P(C2C=CC=CC=2)C2C=CC=CC=2)C=CC=CC=1.C1C=CC(COC(/N=N/C(OCC2C=CC=CC=2)=O)=O)=CC=1.